Dataset: Peptide-MHC class II binding affinity with 134,281 pairs from IEDB. Task: Regression. Given a peptide amino acid sequence and an MHC pseudo amino acid sequence, predict their binding affinity value. This is MHC class II binding data. (1) The peptide sequence is CLHYTVDKSKPKV. The MHC is DRB3_0101 with pseudo-sequence DRB3_0101. The binding affinity (normalized) is 0. (2) The peptide sequence is YTDYLTVMDRYSVDA. The MHC is DRB1_0301 with pseudo-sequence DRB1_0301. The binding affinity (normalized) is 0.441. (3) The peptide sequence is AFKVAAKAANAAPAN. The MHC is DRB1_0401 with pseudo-sequence DRB1_0401. The binding affinity (normalized) is 0.606. (4) The peptide sequence is GKIVHISPLSGSAQH. The MHC is DRB1_0301 with pseudo-sequence DRB1_0301. The binding affinity (normalized) is 0.299.